Dataset: Forward reaction prediction with 1.9M reactions from USPTO patents (1976-2016). Task: Predict the product of the given reaction. (1) Given the reactants Br[C:2]1[CH:3]=[C:4]([C:8]2([OH:14])[CH2:13][CH2:12][O:11][CH2:10][CH2:9]2)[CH:5]=[N:6][CH:7]=1.[B:15]1([B:15]2[O:19][C:18]([CH3:21])([CH3:20])[C:17]([CH3:23])([CH3:22])[O:16]2)[O:19][C:18]([CH3:21])([CH3:20])[C:17]([CH3:23])([CH3:22])[O:16]1.C([O-])(=O)C.[K+], predict the reaction product. The product is: [CH3:22][C:17]1([CH3:23])[C:18]([CH3:21])([CH3:20])[O:19][B:15]([C:2]2[CH:3]=[C:4]([C:8]3([OH:14])[CH2:13][CH2:12][O:11][CH2:10][CH2:9]3)[CH:5]=[N:6][CH:7]=2)[O:16]1. (2) Given the reactants Cl[C:2]1[N:13]=[CH:12][CH:11]=[CH:10][C:3]=1[C:4]([NH:6][CH2:7][C:8]#[CH:9])=[O:5].[CH3:14][O:15][C:16]1[CH:17]=[C:18]([CH:20]=[C:21]([O:25][CH3:26])[C:22]=1[O:23][CH3:24])[NH2:19], predict the reaction product. The product is: [CH2:7]([NH:6][C:4](=[O:5])[C:3]1[CH:10]=[CH:11][CH:12]=[N:13][C:2]=1[NH:19][C:18]1[CH:20]=[C:21]([O:25][CH3:26])[C:22]([O:23][CH3:24])=[C:16]([O:15][CH3:14])[CH:17]=1)[C:8]#[CH:9]. (3) The product is: [F:32][C:28]1([F:31])[CH2:27][CH2:26][CH:25]([N:20]([CH2:21][CH:22]([CH3:24])[CH3:23])[C:3]2[C:2]([NH:1][C:34]([NH:33][C:36]3[CH:41]=[CH:40][C:39]([CH3:42])=[CH:38][CH:37]=3)=[O:35])=[CH:7][C:6]([C:8]3[C:9]([C:15]([O:17][CH3:18])=[O:16])=[CH:10][CH:11]=[C:12]([F:14])[CH:13]=3)=[C:5]([F:19])[CH:4]=2)[CH2:30][CH2:29]1. Given the reactants [NH2:1][C:2]1[C:3]([N:20]([CH:25]2[CH2:30][CH2:29][C:28]([F:32])([F:31])[CH2:27][CH2:26]2)[CH2:21][CH:22]([CH3:24])[CH3:23])=[CH:4][C:5]([F:19])=[C:6]([C:8]2[C:9]([C:15]([O:17][CH3:18])=[O:16])=[CH:10][CH:11]=[C:12]([F:14])[CH:13]=2)[CH:7]=1.[N:33]([C:36]1[CH:41]=[CH:40][C:39]([CH3:42])=[CH:38][CH:37]=1)=[C:34]=[O:35], predict the reaction product. (4) Given the reactants [F:1][C:2]1[CH:23]=[CH:22][CH:21]=[C:20]([F:24])[C:3]=1[CH2:4][N:5]1[C:10]([CH3:11])=[C:9]([C:12]([O:14][CH2:15][CH3:16])=[O:13])[C:8](=[O:17])[C:7](Br)=[C:6]1[CH3:19].[F:25][C:26]1[C:31]([O:32][CH3:33])=[CH:30][CH:29]=[CH:28][C:27]=1B(O)O.[OH-].[Ba+2].[OH-], predict the reaction product. The product is: [F:1][C:2]1[CH:23]=[CH:22][CH:21]=[C:20]([F:24])[C:3]=1[CH2:4][N:5]1[C:10]([CH3:11])=[C:9]([C:12]([O:14][CH2:15][CH3:16])=[O:13])[C:8](=[O:17])[C:7]([C:27]2[CH:28]=[CH:29][CH:30]=[C:31]([O:32][CH3:33])[C:26]=2[F:25])=[C:6]1[CH3:19]. (5) Given the reactants [O:1]=[C:2]1[CH2:5][CH:4]([C:6]([O:8][CH2:9][CH3:10])=[O:7])[CH2:3]1.[BH4-].[Na+].Cl, predict the reaction product. The product is: [OH:1][C@@H:2]1[CH2:5][C@H:4]([C:6]([O:8][CH2:9][CH3:10])=[O:7])[CH2:3]1. (6) Given the reactants [S:1]1[C:8]2[CH:7]=[C:6]([C:9]([NH2:11])=[O:10])[NH:5][C:4]=2[CH:3]=[CH:2]1.[F:12][C:13]1[CH:14]=[C:15]([S:19][S:19][C:15]2[CH:16]=[CH:17][CH:18]=[C:13]([F:12])[CH:14]=2)[CH:16]=[CH:17][CH:18]=1.C(=O)([O-])[O-].[Cs+].[Cs+], predict the reaction product. The product is: [F:12][C:13]1[CH:14]=[C:15]([S:19][C:7]2[C:8]3[S:1][CH:2]=[CH:3][C:4]=3[NH:5][C:6]=2[C:9]([NH2:11])=[O:10])[CH:16]=[CH:17][CH:18]=1. (7) The product is: [CH3:1][O:2][C:3]([CH:5]1[CH2:14][C:13]2[C:8]3=[C:9]([CH:15]=[CH:16][N:7]3[CH2:6]1)[CH:10]=[CH:11][CH:12]=2)=[O:4]. Given the reactants [CH3:1][O:2][C:3]([C:5]1[CH2:6][N:7]2[CH:16]=[CH:15][C:9]3[CH:10]=[CH:11][CH:12]=[C:13]([CH:14]=1)[C:8]2=3)=[O:4].[H][H], predict the reaction product. (8) Given the reactants [C:1]([O:5][C:6]([N:8]1[CH:12]([CH2:13][O:14][Si:15]([C:28]([CH3:31])([CH3:30])[CH3:29])([C:22]2[CH:27]=[CH:26][CH:25]=[CH:24][CH:23]=2)[C:16]2[CH:21]=[CH:20][CH:19]=[CH:18][CH:17]=2)[CH2:11][CH2:10][C:9]1=[O:32])=[O:7])([CH3:4])([CH3:3])[CH3:2].CC(C[AlH]CC(C)C)C, predict the reaction product. The product is: [C:1]([O:5][C:6]([N:8]1[C@H:12]([CH2:13][O:14][Si:15]([C:28]([CH3:31])([CH3:30])[CH3:29])([C:16]2[CH:17]=[CH:18][CH:19]=[CH:20][CH:21]=2)[C:22]2[CH:27]=[CH:26][CH:25]=[CH:24][CH:23]=2)[CH2:11][CH2:10][CH:9]1[OH:32])=[O:7])([CH3:4])([CH3:2])[CH3:3]. (9) Given the reactants [F:1][C:2]1[CH:7]=[CH:6][CH:5]=[CH:4][C:3]=1[C:8]1[N:9]=[C:10]([C:13]2[CH:26]=[CH:25][C:16]([O:17][C:18]3[CH:23]=[CH:22][C:21]([OH:24])=[CH:20][CH:19]=3)=[CH:15][CH:14]=2)[O:11][CH:12]=1.C1CN2C(=NCCC2)NC1.Br[C:38]1([CH2:47][CH2:48][O:49][CH3:50])[C:43](=[O:44])[NH:42][C:41](=[O:45])[NH:40][C:39]1=[O:46], predict the reaction product. The product is: [CH3:50][O:49][CH2:48][CH2:47][C:38]1([O:24][C:21]2[CH:22]=[CH:23][C:18]([O:17][C:16]3[CH:15]=[CH:14][C:13]([C:10]4[O:11][CH:12]=[C:8]([C:3]5[CH:4]=[CH:5][CH:6]=[CH:7][C:2]=5[F:1])[N:9]=4)=[CH:26][CH:25]=3)=[CH:19][CH:20]=2)[C:39](=[O:46])[NH:40][C:41](=[O:45])[NH:42][C:43]1=[O:44]. (10) Given the reactants Cl.Cl.[Cl:3][C:4]1[C:14]2[CH2:13][CH2:12][NH:11][CH2:10][CH2:9][C:8]=2[N:7]=[CH:6][N:5]=1.Cl[CH2:16][C:17]([N:19]1[CH2:24][CH2:23][N:22]([CH:25]2[CH2:28][CH2:27][CH2:26]2)[CH2:21][CH2:20]1)=[O:18].C([O-])([O-])=O.[K+].[K+].[Na+].[I-], predict the reaction product. The product is: [CH:25]1([N:22]2[CH2:23][CH2:24][N:19]([C:17](=[O:18])[CH2:16][N:11]3[CH2:12][CH2:13][C:14]4[C:4]([Cl:3])=[N:5][CH:6]=[N:7][C:8]=4[CH2:9][CH2:10]3)[CH2:20][CH2:21]2)[CH2:28][CH2:27][CH2:26]1.